The task is: Regression. Given two drug SMILES strings and cell line genomic features, predict the synergy score measuring deviation from expected non-interaction effect.. This data is from NCI-60 drug combinations with 297,098 pairs across 59 cell lines. (1) Drug 1: CC12CCC3C(C1CCC2=O)CC(=C)C4=CC(=O)C=CC34C. Drug 2: C1CC(=O)NC(=O)C1N2C(=O)C3=CC=CC=C3C2=O. Cell line: SR. Synergy scores: CSS=40.0, Synergy_ZIP=-0.191, Synergy_Bliss=-0.600, Synergy_Loewe=-6.70, Synergy_HSA=-0.307. (2) Drug 1: CC1=C2C(C(=O)C3(C(CC4C(C3C(C(C2(C)C)(CC1OC(=O)C(C(C5=CC=CC=C5)NC(=O)OC(C)(C)C)O)O)OC(=O)C6=CC=CC=C6)(CO4)OC(=O)C)O)C)O. Drug 2: N.N.Cl[Pt+2]Cl. Cell line: LOX IMVI. Synergy scores: CSS=48.5, Synergy_ZIP=-1.12, Synergy_Bliss=-0.0955, Synergy_Loewe=-2.84, Synergy_HSA=0.733. (3) Drug 1: C1=NC2=C(N1)C(=S)N=C(N2)N. Drug 2: CCC1(C2=C(COC1=O)C(=O)N3CC4=CC5=C(C=CC(=C5CN(C)C)O)N=C4C3=C2)O.Cl. Cell line: CAKI-1. Synergy scores: CSS=57.7, Synergy_ZIP=-5.06, Synergy_Bliss=-2.64, Synergy_Loewe=1.01, Synergy_HSA=1.52. (4) Drug 2: CCN(CC)CCCC(C)NC1=C2C=C(C=CC2=NC3=C1C=CC(=C3)Cl)OC. Synergy scores: CSS=53.6, Synergy_ZIP=0.767, Synergy_Bliss=1.56, Synergy_Loewe=-29.3, Synergy_HSA=-0.960. Cell line: MOLT-4. Drug 1: CCC(=C(C1=CC=CC=C1)C2=CC=C(C=C2)OCCN(C)C)C3=CC=CC=C3.C(C(=O)O)C(CC(=O)O)(C(=O)O)O. (5) Drug 1: C1CCN(CC1)CCOC2=CC=C(C=C2)C(=O)C3=C(SC4=C3C=CC(=C4)O)C5=CC=C(C=C5)O. Synergy scores: CSS=-8.93, Synergy_ZIP=3.21, Synergy_Bliss=0.956, Synergy_Loewe=-10.2, Synergy_HSA=-6.46. Drug 2: C1C(C(OC1N2C=NC3=C(N=C(N=C32)Cl)N)CO)O. Cell line: MDA-MB-435. (6) Drug 1: C1=CC(=CC=C1CCCC(=O)O)N(CCCl)CCCl. Drug 2: CCCCC(=O)OCC(=O)C1(CC(C2=C(C1)C(=C3C(=C2O)C(=O)C4=C(C3=O)C=CC=C4OC)O)OC5CC(C(C(O5)C)O)NC(=O)C(F)(F)F)O. Cell line: MCF7. Synergy scores: CSS=19.0, Synergy_ZIP=-9.74, Synergy_Bliss=-7.22, Synergy_Loewe=-5.52, Synergy_HSA=-5.81. (7) Drug 1: C1CN1P(=S)(N2CC2)N3CC3. Drug 2: C1CN1C2=NC(=NC(=N2)N3CC3)N4CC4. Cell line: CAKI-1. Synergy scores: CSS=49.8, Synergy_ZIP=-2.35, Synergy_Bliss=-1.35, Synergy_Loewe=-18.8, Synergy_HSA=0.107.